From a dataset of Forward reaction prediction with 1.9M reactions from USPTO patents (1976-2016). Predict the product of the given reaction. (1) Given the reactants CC1C=C(N2CCN(CC3C=CC(C(F)(F)F)=CC=3)C2=O)SC=1C(OCC)=O.[CH3:29][C:30]1[N:31]=[C:32]([N:40]2[CH2:44][CH2:43][N:42]([CH2:45][C:46]3[N:47]=[CH:48][O:49][C:50]=3[C:51]3[CH:56]=[CH:55][CH:54]=[CH:53][CH:52]=3)[C:41]2=[O:57])[S:33][C:34]=1[C:35]([O:37]CC)=[O:36], predict the reaction product. The product is: [CH3:29][C:30]1[N:31]=[C:32]([N:40]2[CH2:44][CH2:43][N:42]([CH2:45][C:46]3[N:47]=[CH:48][O:49][C:50]=3[C:51]3[CH:56]=[CH:55][CH:54]=[CH:53][CH:52]=3)[C:41]2=[O:57])[S:33][C:34]=1[C:35]([OH:37])=[O:36]. (2) Given the reactants [Cl:1][C:2]1[CH:3]=[CH:4][C:5]([F:28])=[C:6]([C:8]2[O:12][N:11]=[C:10]([CH2:13][S:14][C:15]3[N:19]([CH2:20][CH2:21]O)[C:18]([C:23]4[S:24][CH:25]=[CH:26][CH:27]=4)=[N:17][N:16]=3)[N:9]=2)[CH:7]=1.CCN(S(F)(F)[F:35])CC, predict the reaction product. The product is: [Cl:1][C:2]1[CH:3]=[CH:4][C:5]([F:28])=[C:6]([C:8]2[O:12][N:11]=[C:10]([CH2:13][S:14][C:15]3[N:19]([CH2:20][CH2:21][F:35])[C:18]([C:23]4[S:24][CH:25]=[CH:26][CH:27]=4)=[N:17][N:16]=3)[N:9]=2)[CH:7]=1. (3) Given the reactants CO[C:3]([C:5]1[O:9][N:8]=[C:7]([O:10][CH2:11][C:12]2[C:13]([C:18]3[CH:23]=[CH:22][CH:21]=[CH:20][N:19]=3)=[N:14][O:15][C:16]=2[CH3:17])[CH:6]=1)=[O:4].[CH:24]([NH2:27])([CH3:26])[CH3:25].N12CCCNC1=NCCC2, predict the reaction product. The product is: [CH:24]([NH:27][C:3]([C:5]1[O:9][N:8]=[C:7]([O:10][CH2:11][C:12]2[C:13]([C:18]3[CH:23]=[CH:22][CH:21]=[CH:20][N:19]=3)=[N:14][O:15][C:16]=2[CH3:17])[CH:6]=1)=[O:4])([CH3:26])[CH3:25]. (4) Given the reactants C(OC([N:8]1[CH2:11][CH:10]([CH2:12][C:13]2[CH:18]=[CH:17][CH:16]=[CH:15][N:14]=2)[CH2:9]1)=O)(C)(C)C.[C:19]([OH:25])([C:21]([F:24])([F:23])[F:22])=[O:20], predict the reaction product. The product is: [F:22][C:21]([F:24])([F:23])[C:19]([OH:25])=[O:20].[NH:8]1[CH2:11][CH:10]([CH2:12][C:13]2[CH:18]=[CH:17][CH:16]=[CH:15][N:14]=2)[CH2:9]1.[C:19]([OH:25])([C:21]([F:24])([F:23])[F:22])=[O:20]. (5) Given the reactants [Cl:1][C:2]1[CH:3]=[C:4]2[C:12](=[CH:13][CH:14]=1)[O:11][C:7]1([CH2:10][CH2:9][CH2:8]1)[CH2:6][CH:5]2[NH:15][C:16](=[O:27])[CH2:17][C:18]1[CH:23]=[CH:22][CH:21]=[CH:20][C:19]=1[N+:24]([O-])=O.[NH4+].[Cl-], predict the reaction product. The product is: [NH2:24][C:19]1[CH:20]=[CH:21][CH:22]=[CH:23][C:18]=1[CH2:17][C:16]([NH:15][CH:5]1[C:4]2[C:12](=[CH:13][CH:14]=[C:2]([Cl:1])[CH:3]=2)[O:11][C:7]2([CH2:10][CH2:9][CH2:8]2)[CH2:6]1)=[O:27].